From a dataset of Forward reaction prediction with 1.9M reactions from USPTO patents (1976-2016). Predict the product of the given reaction. (1) Given the reactants C(N[C@H](C(N[C@H:17]([C:21]([OH:23])=[O:22])[CH:18](C)C)=O)[C@H](CC)C)(OC(C)(C)C)=O.CC1C=C(C)C(S(N2N=C([N+]([O-])=O)N=C2)(=O)=[O:33])=C(C)C=1.C[C:45]1[NH:46][CH:47]=[CH:48][N:49]=1, predict the reaction product. The product is: [CH:47]1[N:46]=[CH:45][NH:49][C:48]=1[CH2:18][C@H:17]([OH:33])[C:21]([OH:23])=[O:22]. (2) Given the reactants [O:1]1[C:5]2([CH2:10][CH2:9][CH:8]([OH:11])[CH2:7][CH2:6]2)[O:4][CH2:3][CH2:2]1.C(N(CC)CC)C.[CH3:19][C:20]1[CH:25]=[CH:24][C:23]([S:26](Cl)(=[O:28])=[O:27])=[CH:22][CH:21]=1, predict the reaction product. The product is: [O:1]1[C:5]2([CH2:10][CH2:9][CH:8]([O:11][S:26]([C:23]3[CH:24]=[CH:25][C:20]([CH3:19])=[CH:21][CH:22]=3)(=[O:28])=[O:27])[CH2:7][CH2:6]2)[O:4][CH2:3][CH2:2]1.